From a dataset of Catalyst prediction with 721,799 reactions and 888 catalyst types from USPTO. Predict which catalyst facilitates the given reaction. (1) Reactant: [C:1]([C:3]1[CH:4]=[C:5]([S:9]([C:12]2[N:16]([C:17]3[CH:22]=[C:21]([F:23])[CH:20]=[CH:19][C:18]=3[F:24])[N:15]=[C:14]([CH2:25][N:26](C)[C:27](=O)OC(C)(C)C)[CH:13]=2)(=[O:11])=[O:10])[CH:6]=[CH:7][CH:8]=1)#[N:2].[C:35]([O:38]CC)(=[O:37])[CH3:36].[C:41]([O:44]CC)(=[O:43])[CH3:42].Cl. Product: [C:41]([OH:44])(=[O:43])[CH2:42][CH2:36][C:35]([OH:38])=[O:37].[F:24][C:18]1[CH:19]=[CH:20][C:21]([F:23])=[CH:22][C:17]=1[N:16]1[C:12]([S:9]([C:5]2[CH:4]=[C:3]([CH:8]=[CH:7][CH:6]=2)[C:1]#[N:2])(=[O:10])=[O:11])=[CH:13][C:14]([CH2:25][NH:26][CH3:27])=[N:15]1. The catalyst class is: 8. (2) Reactant: Br[CH2:2][CH2:3][CH:4]([CH3:8])[CH2:5][CH2:6]Br.C(=O)([O-])[O-].[K+].[K+].[Br:15][C:16]1[CH:21]=[CH:20][C:19]([N:22]2[CH2:27][CH2:26][CH2:25][C@H:24]([NH2:28])[CH2:23]2)=[CH:18][CH:17]=1.[OH-].[Na+]. Product: [Br:15][C:16]1[CH:21]=[CH:20][C:19]([N:22]2[CH2:27][CH2:26][CH2:25][C@H:24]([N:28]3[CH2:6][CH2:5][CH:4]([CH3:8])[CH2:3][CH2:2]3)[CH2:23]2)=[CH:18][CH:17]=1. The catalyst class is: 18. (3) Reactant: Cl[C:2]1[CH:7]=[C:6]([C:8]2[CH:9]=[N:10][C:11]([O:16][CH3:17])=[C:12]([O:14][CH3:15])[CH:13]=2)[N:5]=[C:4]2[CH2:18][N:19]([C:22]3[CH:23]=[N:24][N:25]([CH2:27][C:28]([F:31])([F:30])[F:29])[CH:26]=3)[C:20](=[O:21])[C:3]=12.C(=O)([O-])[O-].[Na+].[Na+].[CH2:38](OB(OCC)OCC)[CH3:39].C1COCC1. Product: [CH3:15][O:14][C:12]1[CH:13]=[C:8]([C:6]2[N:5]=[C:4]3[CH2:18][N:19]([C:22]4[CH:23]=[N:24][N:25]([CH2:27][C:28]([F:31])([F:30])[F:29])[CH:26]=4)[C:20](=[O:21])[C:3]3=[C:2]([CH2:38][CH3:39])[CH:7]=2)[CH:9]=[N:10][C:11]=1[O:16][CH3:17]. The catalyst class is: 11. (4) Reactant: [F:1][C:2]1[CH:3]=[C:4]([C:14]2([OH:21])[CH2:17][CH:16]([C:18](O)=[O:19])[CH2:15]2)[CH:5]=[CH:6][C:7]=1[CH2:8][N:9]1[CH2:13][CH2:12][CH2:11][CH2:10]1.CC[N:24]([CH:28]([CH3:30])C)[CH:25]([CH3:27])C.N1CCCC1. Product: [F:1][C:2]1[CH:3]=[C:4]([C:14]2([OH:21])[CH2:15][CH:16]([C:18]([N:24]3[CH2:25][CH2:27][CH2:30][CH2:28]3)=[O:19])[CH2:17]2)[CH:5]=[CH:6][C:7]=1[CH2:8][N:9]1[CH2:13][CH2:12][CH2:11][CH2:10]1. The catalyst class is: 1. (5) Reactant: [OH:1][C:2]1[CH:7]=[CH:6][C:5]([C:8]2[CH:12]=[C:11]([C:13]3[CH:18]=[CH:17][CH:16]=[CH:15][CH:14]=3)[NH:10][C:9]=2[C:19](O)=[O:20])=[CH:4][CH:3]=1.Cl.[NH2:23][CH2:24][CH2:25][CH2:26][CH2:27][CH2:28][C:29]([O:31][CH3:32])=[O:30].C(N(CC)CC)C.ON1C2C=CC=CC=2N=N1.Cl.CN(C)CCCN=C=NCC.CN1CCOCC1. Product: [OH:1][C:2]1[CH:7]=[CH:6][C:5]([C:8]2[CH:12]=[C:11]([C:13]3[CH:18]=[CH:17][CH:16]=[CH:15][CH:14]=3)[NH:10][C:9]=2[C:19]([NH:23][CH2:24][CH2:25][CH2:26][CH2:27][CH2:28][C:29]([O:31][CH3:32])=[O:30])=[O:20])=[CH:4][CH:3]=1. The catalyst class is: 39. (6) Reactant: [O:1]1[C:5]([C:6]2[CH:11]=[CH:10][C:9]([NH:12][C:13]3[N:14]=[C:15]([N:23]([C:27]4[CH:32]=[CH:31][CH:30]=[CH:29][CH:28]=4)[CH2:24][CH2:25][OH:26])[C:16]4[CH2:22][NH:21][CH2:20][CH2:19][C:17]=4[N:18]=3)=[CH:8][CH:7]=2)=[CH:4][N:3]=[CH:2]1.C(O)(=O)C.[CH:37](=O)[CH2:38][CH3:39].C([BH3-])#N.[Na+]. Product: [O:1]1[C:5]([C:6]2[CH:11]=[CH:10][C:9]([NH:12][C:13]3[N:14]=[C:15]([N:23]([C:27]4[CH:28]=[CH:29][CH:30]=[CH:31][CH:32]=4)[CH2:24][CH2:25][OH:26])[C:16]4[CH2:22][N:21]([CH2:37][CH2:38][CH3:39])[CH2:20][CH2:19][C:17]=4[N:18]=3)=[CH:8][CH:7]=2)=[CH:4][N:3]=[CH:2]1. The catalyst class is: 5. (7) Reactant: [C:1]([O:4][C@@H:5]1[CH2:21][C@H:20]2[C@@:8]([CH3:31])([C@@H:9]3[C@@H:17]([C@@H:18]([OH:23])[C@@H:19]2[OH:22])[C@H:16]2[C@@:12]([CH3:30])([C@:13](O)([C:24]4[S:25][CH:26]=[CH:27][CH:28]=4)[CH2:14][CH2:15]2)[CH2:11][CH2:10]3)[CH2:7][CH2:6]1)(=[O:3])[CH3:2]. Product: [C:1]([O:4][C@@H:5]1[CH2:21][C@H:20]2[C@@:8]([CH3:31])([C@@H:9]3[C@@H:17]([C@@H:18]([OH:23])[C@@H:19]2[OH:22])[C@H:16]2[C@@:12]([CH3:30])([C:13]([C:24]4[S:25][CH:26]=[CH:27][CH:28]=4)=[CH:14][CH2:15]2)[CH2:11][CH2:10]3)[CH2:7][CH2:6]1)(=[O:3])[CH3:2]. The catalyst class is: 52.